This data is from Catalyst prediction with 721,799 reactions and 888 catalyst types from USPTO. The task is: Predict which catalyst facilitates the given reaction. (1) Reactant: Cl[C@H:2]([CH2:18][CH3:19])[C:3]([N:5]1[C:13]2[C:8](=[CH:9][CH:10]=[C:11]([C:14]#[N:15])[CH:12]=2)[C:7]([CH3:17])([CH3:16])[CH2:6]1)=[O:4].[C:20]([O:24][C:25]([N:27]1[CH2:32][CH2:31][NH:30][CH2:29][C@H:28]1[CH3:33])=[O:26])([CH3:23])([CH3:22])[CH3:21].C(=O)([O-])[O-].[K+].[K+]. Product: [C:20]([O:24][C:25]([N:27]1[CH2:32][CH2:31][N:30]([C@H:2]([C:3]([N:5]2[C:13]3[C:8](=[CH:9][CH:10]=[C:11]([C:14]#[N:15])[CH:12]=3)[C:7]([CH3:17])([CH3:16])[CH2:6]2)=[O:4])[CH2:18][CH3:19])[CH2:29][C@H:28]1[CH3:33])=[O:26])([CH3:23])([CH3:21])[CH3:22]. The catalyst class is: 115. (2) Reactant: [CH3:1][O:2][CH:3]([O:23][CH3:24])[C:4]1[C:13]([CH2:14][N:15]2[CH2:20][CH2:19][N:18]([CH3:21])[CH2:17][C:16]2=[O:22])=[CH:12][C:11]2[CH2:10][CH2:9][CH2:8][NH:7][C:6]=2[N:5]=1.[C:25]([C:27]1[C:28]([O:43][CH:44]([CH3:46])[CH3:45])=[CH:29][C:30]([NH:33][C:34](=O)[O:35]C2C=CC=CC=2)=[N:31][CH:32]=1)#[N:26]. Product: [C:25]([C:27]1[C:28]([O:43][CH:44]([CH3:46])[CH3:45])=[CH:29][C:30]([NH:33][C:34]([N:7]2[C:6]3[C:11](=[CH:12][C:13]([CH2:14][N:15]4[CH2:20][CH2:19][N:18]([CH3:21])[CH2:17][C:16]4=[O:22])=[C:4]([CH:3]([O:23][CH3:24])[O:2][CH3:1])[N:5]=3)[CH2:10][CH2:9][CH2:8]2)=[O:35])=[N:31][CH:32]=1)#[N:26]. The catalyst class is: 840. (3) Reactant: [Cl:1][C:2]1[CH:3]=[C:4]([CH:7]=[C:8]([F:20])[C:9]=1[C:10]1[S:11][C:12]2[C:13](Cl)=[N:14][CH:15]=[CH:16][C:17]=2[N:18]=1)[C:5]#[N:6].C[Si]([Br:25])(C)C. Product: [Br:25][C:13]1[C:12]2[S:11][C:10]([C:9]3[C:8]([F:20])=[CH:7][C:4]([C:5]#[N:6])=[CH:3][C:2]=3[Cl:1])=[N:18][C:17]=2[CH:16]=[CH:15][N:14]=1. The catalyst class is: 397. (4) Reactant: [CH2:1]([O:8][C:9]1[CH:14]=[C:13]([C@@:15]2([OH:51])[CH2:20][CH2:19][N:18]([C:21]([O:23][C:24]([CH3:27])([CH3:26])[CH3:25])=[O:22])[CH2:17][C@@H:16]2[C:28]([N:30]([CH:48]2[CH2:50][CH2:49]2)[CH2:31][C:32]2[CH:37]=[C:36]([CH2:38][CH2:39][CH2:40][O:41][CH3:42])[CH:35]=[C:34]([O:43][CH2:44][CH2:45][O:46][CH3:47])[CH:33]=2)=[O:29])[CH:12]=[CH:11][N:10]=1)[C:2]1[CH:7]=[CH:6][CH:5]=[CH:4][CH:3]=1.[H-].[Na+].[CH3:54]I. Product: [CH2:1]([O:8][C:9]1[CH:14]=[C:13]([C@@:15]2([O:51][CH3:54])[CH2:20][CH2:19][N:18]([C:21]([O:23][C:24]([CH3:27])([CH3:26])[CH3:25])=[O:22])[CH2:17][C@@H:16]2[C:28]([N:30]([CH:48]2[CH2:50][CH2:49]2)[CH2:31][C:32]2[CH:37]=[C:36]([CH2:38][CH2:39][CH2:40][O:41][CH3:42])[CH:35]=[C:34]([O:43][CH2:44][CH2:45][O:46][CH3:47])[CH:33]=2)=[O:29])[CH:12]=[CH:11][N:10]=1)[C:2]1[CH:3]=[CH:4][CH:5]=[CH:6][CH:7]=1. The catalyst class is: 215. (5) Reactant: [C:1]([O:4][CH2:5][C@@H:6]1[CH:11]=[CH:10][CH2:9][C@H:8]([C:12]#[N:13])[O:7]1)(=[O:3])[CH3:2].C(OC[C@@H]1CC=C[C@H](C#N)O1)(=O)C. Product: [C:1]([O:4][CH2:5][C@@H:6]1[CH2:11][CH2:10][CH2:9][C@H:8]([C:12]#[N:13])[O:7]1)(=[O:3])[CH3:2]. The catalyst class is: 78. (6) Reactant: [Si:1]([O:8][C@H:9]([C:48]1[CH:53]=[CH:52][C:51]([OH:54])=[C:50]([NH:55][CH:56]=[O:57])[CH:49]=1)[CH2:10][N:11]=[CH:12][C:13]1[C:18]([CH3:19])=[CH:17][C:16]([NH:20][C:21]([CH2:23][CH2:24][N:25]2[CH2:30][CH2:29][CH:28]([O:31][C:32](=[O:46])[NH:33][C:34]3[CH:39]=[CH:38][CH:37]=[CH:36][C:35]=3[C:40]3[CH:45]=[CH:44][CH:43]=[CH:42][CH:41]=3)[CH2:27][CH2:26]2)=[O:22])=[C:15]([CH3:47])[CH:14]=1)([C:4]([CH3:7])([CH3:6])[CH3:5])([CH3:3])[CH3:2]. Product: [Si:1]([O:8][C@H:9]([C:48]1[CH:53]=[CH:52][C:51]([OH:54])=[C:50]([NH:55][CH:56]=[O:57])[CH:49]=1)[CH2:10][NH:11][CH2:12][C:13]1[C:18]([CH3:19])=[CH:17][C:16]([NH:20][C:21]([CH2:23][CH2:24][N:25]2[CH2:26][CH2:27][CH:28]([O:31][C:32](=[O:46])[NH:33][C:34]3[CH:39]=[CH:38][CH:37]=[CH:36][C:35]=3[C:40]3[CH:41]=[CH:42][CH:43]=[CH:44][CH:45]=3)[CH2:29][CH2:30]2)=[O:22])=[C:15]([CH3:47])[CH:14]=1)([C:4]([CH3:7])([CH3:6])[CH3:5])([CH3:3])[CH3:2]. The catalyst class is: 504. (7) Product: [CH3:19][O:20][C:21]1[CH:28]=[CH:27][C:24]([CH2:25][N:6]2[C:7]([C:9]([O:11][CH3:12])=[O:10])=[CH:8][C:4]([N+:1]([O-:3])=[O:2])=[N:5]2)=[CH:23][CH:22]=1. Reactant: [N+:1]([C:4]1[CH:8]=[C:7]([C:9]([O:11][CH3:12])=[O:10])[NH:6][N:5]=1)([O-:3])=[O:2].C(=O)([O-])[O-].[K+].[K+].[CH3:19][O:20][C:21]1[CH:28]=[CH:27][C:24]([CH2:25]Br)=[CH:23][CH:22]=1. The catalyst class is: 7. (8) Reactant: [OH:1][N:2]=[C:3]([C:5]1[CH:6]=[C:7]2[C:11](=[CH:12][CH:13]=1)[N:10]([S:14]([C:17]1[CH:23]=[CH:22][C:20]([CH3:21])=[CH:19][CH:18]=1)(=[O:16])=[O:15])[CH:9]=[C:8]2[I:24])[NH2:4].CCN(CC)CC.[Cl:32][C:33]([Cl:38])([Cl:37])[C:34](Cl)=O.O. Product: [I:24][C:8]1[C:7]2[C:11](=[CH:12][CH:13]=[C:5]([C:3]3[N:4]=[C:34]([C:33]([Cl:38])([Cl:37])[Cl:32])[O:1][N:2]=3)[CH:6]=2)[N:10]([S:14]([C:17]2[CH:23]=[CH:22][C:20]([CH3:21])=[CH:19][CH:18]=2)(=[O:16])=[O:15])[CH:9]=1. The catalyst class is: 1.